From a dataset of Forward reaction prediction with 1.9M reactions from USPTO patents (1976-2016). Predict the product of the given reaction. (1) Given the reactants [CH2:1]1[C:9]2[C:4](=[CH:5][CH:6]=[CH:7][CH:8]=2)[CH2:3][CH:2]1[NH:10][C:11]1[N:12]=[CH:13][C:14]2[CH2:20][NH:19][CH2:18][CH2:17][C:15]=2[N:16]=1.[NH:21]1[CH:25]=[CH:24][C:23]([C:26](O)=[O:27])=[CH:22]1.C(N(C(C)C)CC)(C)C.CCCP1(OP(CCC)(=O)OP(CCC)(=O)O1)=O, predict the reaction product. The product is: [CH2:1]1[C:9]2[C:4](=[CH:5][CH:6]=[CH:7][CH:8]=2)[CH2:3][CH:2]1[NH:10][C:11]1[N:12]=[CH:13][C:14]2[CH2:20][N:19]([C:26]([C:23]3[CH:24]=[CH:25][NH:21][CH:22]=3)=[O:27])[CH2:18][CH2:17][C:15]=2[N:16]=1. (2) Given the reactants [F:1][C:2]([P:8](Cl)[C:9]([F:15])([F:14])[C:10]([F:13])([F:12])[F:11])([F:7])[C:3]([F:6])([F:5])[F:4].[CH2:17]([OH:19])[CH3:18], predict the reaction product. The product is: [F:1][C:2]([P:8]([C:9]([F:15])([F:14])[C:10]([F:13])([F:12])[F:11])[O:19][CH2:17][CH3:18])([F:7])[C:3]([F:6])([F:5])[F:4]. (3) Given the reactants [C:1]([O:5][C:6]([N:8]([CH3:32])[CH:9]1[CH2:14][CH2:13][CH:12]([O:15][C:16]2[C:27]3[C:26]4[C@@H:25]([CH2:28][C:29]([OH:31])=O)[CH2:24][CH2:23][C:22]=4[S:21][C:20]=3[N:19]=[CH:18][N:17]=2)[CH2:11][CH2:10]1)=[O:7])([CH3:4])([CH3:3])[CH3:2].C1C=CC2N(O)N=[N:39]C=2C=1.CCN=C=NCCCN(C)C.[NH4+].[Cl-], predict the reaction product. The product is: [C:29]([CH2:28][C@H:25]1[CH2:24][CH2:23][C:22]2[S:21][C:20]3[N:19]=[CH:18][N:17]=[C:16]([O:15][CH:12]4[CH2:13][CH2:14][CH:9]([N:8]([CH3:32])[C:6](=[O:7])[O:5][C:1]([CH3:4])([CH3:3])[CH3:2])[CH2:10][CH2:11]4)[C:27]=3[C:26]1=2)(=[O:31])[NH2:39]. (4) Given the reactants [CH3:1][C:2]1[CH:3]=[C:4]([NH2:21])[CH:5]=[CH:6][C:7]=1[O:8][C:9]1[C:14]([C:15]2[CH:20]=[CH:19][N:18]=[CH:17][N:16]=2)=[CH:13][CH:12]=[CH:11][N:10]=1.[C:22](=O)(O)[O-:23].[Na+].C(Cl)(Cl)=O, predict the reaction product. The product is: [N:21]([C:4]1[CH:5]=[CH:6][C:7]([O:8][C:9]2[C:14]([C:15]3[CH:20]=[CH:19][N:18]=[CH:17][N:16]=3)=[CH:13][CH:12]=[CH:11][N:10]=2)=[C:2]([CH3:1])[CH:3]=1)=[C:22]=[O:23].